Dataset: KCNQ2 potassium channel screen with 302,405 compounds. Task: Binary Classification. Given a drug SMILES string, predict its activity (active/inactive) in a high-throughput screening assay against a specified biological target. (1) The compound is Clc1c(C(=O)NC2CCN(CC2)Cc2ccccc2)cccc1. The result is 0 (inactive). (2) The compound is O=C(N1CCCCC1)CNC(=O)c1nn(c(=O)c2c1cccc2)c1c(OC)cc(OC)cc1. The result is 0 (inactive). (3) The drug is Brc1ccc(N\C=C\C(N(C)C)=C(\C#N)C#N)cc1. The result is 0 (inactive).